From a dataset of Rat liver microsome stability data. Regression/Classification. Given a drug SMILES string, predict its absorption, distribution, metabolism, or excretion properties. Task type varies by dataset: regression for continuous measurements (e.g., permeability, clearance, half-life) or binary classification for categorical outcomes (e.g., BBB penetration, CYP inhibition). Dataset: rlm. (1) The compound is c1ccc2c(N3CCOCC3)nc(-c3ccncc3)nc2c1. The result is 1 (stable in rat liver microsomes). (2) The drug is CCc1oc2ccccc2c1C(=O)c1cc(I)c(O)c(I)c1. The result is 1 (stable in rat liver microsomes). (3) The molecule is CNc1nc(NCc2ccc(NC(=O)c3ccc(C)cc3)cc2)c2ccccc2n1. The result is 1 (stable in rat liver microsomes). (4) The drug is COCCCNC(=O)c1cc2cc(S(=O)(=O)N(C)C)ccc2n1C. The result is 1 (stable in rat liver microsomes). (5) The result is 1 (stable in rat liver microsomes). The compound is Cc1nc(N2CCC[C@@H](N)C2)n(Cc2ccccc2C#N)c(=O)c1Br. (6) The drug is Cc1cc(-c2nnc3n2CCCCC3)c(C)n1-c1ccc(C(F)(F)F)cc1. The result is 1 (stable in rat liver microsomes). (7) The drug is Cn1ccnc1C1c2nnc(O)c3cccc(c23)NC1c1ccc(F)cc1. The result is 0 (unstable in rat liver microsomes).